The task is: Predict the product of the given reaction.. This data is from Forward reaction prediction with 1.9M reactions from USPTO patents (1976-2016). Given the reactants [CH2:1]([C:8]1[CH:9]=[N:10][C:11]2[C:16]([C:17]=1[C:18]1[CH:19]=[C:20]([NH2:24])[CH:21]=[CH:22][CH:23]=1)=[CH:15][CH:14]=[CH:13][C:12]=2[C:25]([F:28])([F:27])[F:26])[C:2]1[CH:7]=[CH:6][CH:5]=[CH:4][CH:3]=1.[O:29]([C:36]1[CH:37]=[C:38]([CH:41]=[CH:42][CH:43]=1)[CH:39]=O)[C:30]1[CH:35]=[CH:34][CH:33]=[CH:32][CH:31]=1, predict the reaction product. The product is: [CH2:1]([C:8]1[CH:9]=[N:10][C:11]2[C:16]([C:17]=1[C:18]1[CH:19]=[C:20]([NH:24][CH2:39][C:38]3[CH:41]=[CH:42][CH:43]=[C:36]([O:29][C:30]4[CH:35]=[CH:34][CH:33]=[CH:32][CH:31]=4)[CH:37]=3)[CH:21]=[CH:22][CH:23]=1)=[CH:15][CH:14]=[CH:13][C:12]=2[C:25]([F:28])([F:26])[F:27])[C:2]1[CH:3]=[CH:4][CH:5]=[CH:6][CH:7]=1.